Dataset: Reaction yield outcomes from USPTO patents with 853,638 reactions. Task: Predict the reaction yield, written as a fraction of the theoretical maximum amount of product (1.0 means a 100% yield; for example, 0.34 means a 34% yield). (1) The reactants are CS(O[CH2:6][CH2:7][C:8]1[CH:9]=[N:10][N:11]([C:13]2[CH:18]=[C:17]([C:19]#[N:20])[CH:16]=[CH:15][N:14]=2)[CH:12]=1)(=O)=O.[F:21][C:22]1[CH:30]=[CH:29][C:25]([CH2:26][NH:27][CH3:28])=[CH:24][CH:23]=1.C([O-])([O-])=O.[K+].[K+]. The catalyst is C(#N)C. The product is [F:21][C:22]1[CH:30]=[CH:29][C:25]([CH2:26][N:27]([CH3:28])[CH2:6][CH2:7][C:8]2[CH:9]=[N:10][N:11]([C:13]3[CH:18]=[C:17]([C:19]#[N:20])[CH:16]=[CH:15][N:14]=3)[CH:12]=2)=[CH:24][CH:23]=1. The yield is 0.500. (2) The reactants are [F:1][C:2]1[CH:10]=[CH:9][C:8]2[NH:7][C:6]3[CH:11]=[N:12][N:13]([CH:14]4[CH2:19][CH2:18][CH2:17][CH2:16][O:15]4)[C:5]=3[C:4]=2[CH:3]=1.[OH-].[K+].CC(C)=O.Br[CH2:27][C:28]1[CH:33]=[CH:32][CH:31]=[CH:30][CH:29]=1. The catalyst is C(O)C. The product is [CH2:27]([N:7]1[C:8]2[CH:9]=[CH:10][C:2]([F:1])=[CH:3][C:4]=2[C:5]2[N:13]([CH:14]3[CH2:19][CH2:18][CH2:17][CH2:16][O:15]3)[N:12]=[CH:11][C:6]1=2)[C:28]1[CH:33]=[CH:32][CH:31]=[CH:30][CH:29]=1. The yield is 0.970.